Dataset: Antibody paratope prediction from SAbDab with 1,023 antibody chains. Task: Token-level Classification. Given an antibody amino acid sequence, predict which amino acid positions are active in antigen binding. Output is a list of indices for active paratope positions. The paratope positions are: [52, 83, 84, 85]. Given the antibody sequence: EVQLVESGGGLVQPGGSLRLSCAASGFNVSYYSIHWVRQAPGKGLEWVASIYPYYGSTSYADSVKGRFTISADTSKNTAYLQMNSLRAEDTAVYYCARGYGWALDYWGQGTLVTVSS, which amino acid positions are active in antigen binding (paratope)?